This data is from Catalyst prediction with 721,799 reactions and 888 catalyst types from USPTO. The task is: Predict which catalyst facilitates the given reaction. (1) Product: [Cl:27][C:20]1[N:19]=[C:18]([NH:16][C:15]2[C:10]([O:9][CH3:8])=[N:11][CH:12]=[CH:13][CH:14]=2)[C:23]([N+:24]([O-:26])=[O:25])=[CH:22][CH:21]=1. Reactant: C(N(CC)CC)C.[CH3:8][O:9][C:10]1[C:15]([NH2:16])=[CH:14][CH:13]=[CH:12][N:11]=1.Cl[C:18]1[C:23]([N+:24]([O-:26])=[O:25])=[CH:22][CH:21]=[C:20]([Cl:27])[N:19]=1. The catalyst class is: 10. (2) Reactant: C(Cl)(=O)C(Cl)=O.[Br:7][C:8]1[S:9][C:10]([C:14]([OH:16])=O)=[C:11]([CH3:13])[N:12]=1.Cl.[NH:18]1[CH2:21][CH2:20][CH2:19]1.C(N(CC)CC)C. Product: [N:18]1([C:14]([C:10]2[S:9][C:8]([Br:7])=[N:12][C:11]=2[CH3:13])=[O:16])[CH2:21][CH2:20][CH2:19]1. The catalyst class is: 2. (3) Reactant: [Br:1][C:2]1[S:6][C:5]([CH3:7])=[N:4][C:3]=1C(Cl)Cl.[C:11](=[O:14])(O)[O-:12].[Na+]. Product: [Br:1][C:2]1[S:6][C:5]([CH3:7])=[N:4][C:3]=1[C:11]([OH:12])=[O:14]. The catalyst class is: 653. (4) Reactant: [C-:1]1([CH2:6][NH:7][C:8](=[O:20])[CH2:9][CH2:10][CH2:11][CH2:12][CH2:13][CH2:14][CH2:15][CH2:16][CH2:17][CH2:18][SH:19])[CH:5]=[CH:4][CH:3]=[CH:2]1.[CH-:21]1[CH:25]=[CH:24][CH:23]=[CH:22]1.[Fe+2:26].[C:30]1([CH:35]=[CH:34][CH:33]=[CH:32][N:31]=1)[S:29][S:29][C:30]1[CH:35]=[CH:34][CH:33]=[CH:32][N:31]=1.C(N(CC)CC)C. Product: [C-:1]1([CH2:6][NH:7][C:8](=[O:20])[CH2:9][CH2:10][CH2:11][CH2:12][CH2:13][CH2:14][CH2:15][CH2:16][CH2:17][CH2:18][S:19][S:29][C:30]2[CH:35]=[CH:34][CH:33]=[CH:32][N:31]=2)[CH:2]=[CH:3][CH:4]=[CH:5]1.[CH-:21]1[CH:25]=[CH:24][CH:23]=[CH:22]1.[Fe+2:26]. The catalyst class is: 138. (5) Reactant: F[C:2]1[CH:9]=[CH:8][C:5]([CH:6]=[O:7])=[CH:4][CH:3]=1.[CH:10]1([SH:15])[CH2:14][CH2:13][CH2:12][CH2:11]1.C([O-])([O-])=O.[K+].[K+]. Product: [CH:10]1([S:15][C:2]2[CH:9]=[CH:8][C:5]([CH:6]=[O:7])=[CH:4][CH:3]=2)[CH2:14][CH2:13][CH2:12][CH2:11]1. The catalyst class is: 16. (6) Reactant: C([O:3][C:4](=O)[C:5]1[CH:10]=[C:9]([N+:11]([O-])=O)[C:8]([S:14][CH2:15][C:16](OCC)=[O:17])=[CH:7][C:6]=1[F:21])C.C(OC(=O)C1C=C([N+]([O-])=O)C(F)=CC=1F)C.CCN(CC)CC.SCC(OCC)=O. Product: [F:21][C:6]1[C:5]([CH:4]=[O:3])=[CH:10][C:9]2[NH:11][C:16](=[O:17])[CH2:15][S:14][C:8]=2[CH:7]=1. The catalyst class is: 2.